This data is from Reaction yield outcomes from USPTO patents with 853,638 reactions. The task is: Predict the reaction yield, written as a fraction of the theoretical maximum amount of product (1.0 means a 100% yield; for example, 0.34 means a 34% yield). (1) The reactants are [F:1][C:2]([F:38])([F:37])[CH:3]([C:30]1[CH:35]=[CH:34][N+:33]([O-])=[CH:32][CH:31]=1)[O:4][C:5]1[C:14]([N:15](COCC[Si](C)(C)C)[S:16]([CH2:19][CH2:20][CH3:21])(=[O:18])=[O:17])=[N:13][C:12]2[C:7](=[CH:8][CH:9]=[CH:10][CH:11]=2)[N:6]=1.C([NH2:43])(C)(C)C.C1(C)C=CC(S(OS(C2C=CC(C)=CC=2)(=O)=O)(=O)=O)=CC=1.C(=O)(O)[O-].[Na+]. The catalyst is C1(C(F)(F)F)C=CC=CC=1.O. The product is [NH2:43][C:32]1[CH:31]=[C:30]([CH:3]([O:4][C:5]2[C:14]([NH:15][S:16]([CH2:19][CH2:20][CH3:21])(=[O:18])=[O:17])=[N:13][C:12]3[C:7]([N:6]=2)=[CH:8][CH:9]=[CH:10][CH:11]=3)[C:2]([F:38])([F:37])[F:1])[CH:35]=[CH:34][N:33]=1. The yield is 0.540. (2) The yield is 0.930. The reactants are [Cl:1][C:2]1[CH:3]=[C:4]2[C:9](=[CH:10][C:11]=1[O:12][C:13]1[CH:21]=[CH:20][C:16]([C:17]([OH:19])=O)=[CH:15][CH:14]=1)[O:8][CH2:7][CH2:6][CH:5]2[C:22]([O:24][CH2:25][CH3:26])=[O:23].F[P-](F)(F)(F)(F)F.N1(OC(N(C)C)=[N+](C)C)C2N=CC=CC=2N=N1.[CH2:51]([NH2:59])[CH2:52][C:53]1[CH:58]=[CH:57][CH:56]=[CH:55][CH:54]=1.C(N(CC)C(C)C)(C)C. The product is [Cl:1][C:2]1[CH:3]=[C:4]2[C:9](=[CH:10][C:11]=1[O:12][C:13]1[CH:14]=[CH:15][C:16]([C:17](=[O:19])[NH:59][CH2:51][CH2:52][C:53]3[CH:58]=[CH:57][CH:56]=[CH:55][CH:54]=3)=[CH:20][CH:21]=1)[O:8][CH2:7][CH2:6][CH:5]2[C:22]([O:24][CH2:25][CH3:26])=[O:23]. The catalyst is CN(C)C=O.O. (3) The reactants are [C:1]([C:3]1[CH:26]=[CH:25][C:6]([CH2:7][NH:8][C:9]([C:11]2[N:16]=[CH:15][N:14]=[C:13]([NH:17]C(=O)OC(C)(C)C)[CH:12]=2)=[O:10])=[CH:5][CH:4]=1)#[N:2].[ClH:27]. The catalyst is CCOCC. The product is [ClH:27].[C:1]([C:3]1[CH:4]=[CH:5][C:6]([CH2:7][NH:8][C:9]([C:11]2[CH:12]=[C:13]([NH2:17])[N:14]=[CH:15][N:16]=2)=[O:10])=[CH:25][CH:26]=1)#[N:2]. The yield is 0.980. (4) The reactants are [F:1][C:2]([F:17])([F:16])[C:3]([C:5]1[CH:6]=[C:7]([CH:13]=[CH:14][CH:15]=1)[C:8]([O:10][CH2:11][CH3:12])=[O:9])=O.N1C=CC=CC=1.Cl.[NH2:25][OH:26]. The catalyst is C(O)C. The product is [F:1][C:2]([F:17])([F:16])/[C:3](/[C:5]1[CH:6]=[C:7]([CH:13]=[CH:14][CH:15]=1)[C:8]([O:10][CH2:11][CH3:12])=[O:9])=[N:25]/[OH:26]. The yield is 0.710. (5) The reactants are C1N(P(Cl)(N2C(=O)OCC2)=O)C(=O)OC1.[OH:16][CH:17]([C:30]1[CH:35]=[CH:34][C:33]([C:36](=[N:38][OH:39])[NH2:37])=[CH:32][CH:31]=1)[CH2:18][N:19]1[CH2:24][CH2:23][CH2:22][C@H:21]([C:25]([O:27]CC)=[O:26])[CH2:20]1.[Cl:40][C:41]1[CH:42]=[C:43]([C:48]2([CH2:54][CH2:55][C:56](O)=O)[CH2:53][CH2:52][CH2:51][CH2:50][CH2:49]2)[CH:44]=[C:45]([Cl:47])[CH:46]=1.C(N(C(C)C)CC)(C)C.[F-].C([N+](CCCC)(CCCC)CCCC)CCC.C1COCC1. The catalyst is CN(C=O)C.C(OCC)(=O)C. The product is [Cl:40][C:41]1[CH:42]=[C:43]([C:48]2([CH2:54][CH2:55][C:56]3[O:39][N:38]=[C:36]([C:33]4[CH:32]=[CH:31][C:30]([CH:17]([OH:16])[CH2:18][N:19]5[CH2:24][CH2:23][CH2:22][C@H:21]([C:25]([OH:27])=[O:26])[CH2:20]5)=[CH:35][CH:34]=4)[N:37]=3)[CH2:53][CH2:52][CH2:51][CH2:50][CH2:49]2)[CH:44]=[C:45]([Cl:47])[CH:46]=1. The yield is 0.630. (6) The reactants are [CH2:1]([N:3]1[CH:7]=[C:6]([C:8]2[CH:13]=[CH:12][N:11]=[C:10]3[NH:14][CH:15]=[CH:16][C:9]=23)[C:5]([C:17]2[CH:23]=[CH:22][C:20]([NH2:21])=[CH:19][CH:18]=2)=[N:4]1)[CH3:2].C(N(CC)CC)C.Cl[C:32](OC1C=CC([N+]([O-])=O)=CC=1)=[O:33].[C:44]1([C:51]2[CH:56]=[CH:55][CH:54]=[CH:53][CH:52]=2)[CH:49]=[CH:48][CH:47]=[C:46]([NH2:50])[CH:45]=1. The catalyst is O1CCCC1.O. The product is [C:44]1([C:51]2[CH:52]=[CH:53][CH:54]=[CH:55][CH:56]=2)[CH:49]=[CH:48][CH:47]=[C:46]([NH:50][C:32]([NH:21][C:20]2[CH:22]=[CH:23][C:17]([C:5]3[C:6]([C:8]4[CH:13]=[CH:12][N:11]=[C:10]5[NH:14][CH:15]=[CH:16][C:9]=45)=[CH:7][N:3]([CH2:1][CH3:2])[N:4]=3)=[CH:18][CH:19]=2)=[O:33])[CH:45]=1. The yield is 0.450.